Dataset: Peptide-MHC class I binding affinity with 185,985 pairs from IEDB/IMGT. Task: Regression. Given a peptide amino acid sequence and an MHC pseudo amino acid sequence, predict their binding affinity value. This is MHC class I binding data. The peptide sequence is TLRFKTKAL. The MHC is HLA-B39:01 with pseudo-sequence HLA-B39:01. The binding affinity (normalized) is 0.213.